This data is from Full USPTO retrosynthesis dataset with 1.9M reactions from patents (1976-2016). The task is: Predict the reactants needed to synthesize the given product. (1) Given the product [CH2:33]([N:35]([CH2:36][CH2:37][C:38]([O:40][CH2:41][CH3:42])=[O:39])[C:2]([C@@H:4]1[CH:19]=[C:18]2[C@@H:8]([CH2:9][C:10]3[C:20]4[C:13](=[CH:14][CH:15]=[CH:16][C:17]2=4)[NH:12][CH:11]=3)[N:6]([CH3:7])[CH2:5]1)=[O:1])[CH3:34], predict the reactants needed to synthesize it. The reactants are: [OH:1][C:2]([C@@H:4]1[CH:19]=[C:18]2[C@@H:8]([CH2:9][C:10]3[C:20]4[C:13](=[CH:14][CH:15]=[CH:16][C:17]2=4)[NH:12][CH:11]=3)[N:6]([CH3:7])[CH2:5]1)=O.C1N=CN(C(N2C=NC=C2)=O)C=1.[CH2:33]([NH:35][CH2:36][CH2:37][C:38]([O:40][CH2:41][CH3:42])=[O:39])[CH3:34]. (2) Given the product [CH3:1][O:2][C:6]1[C:11]([O:12][CH3:13])=[C:10]([N+:14]([O-:16])=[O:15])[CH:9]=[CH:8][C:7]=1[N:17]1[CH2:22][CH2:21][N:20]([C:23](=[O:25])[CH3:24])[CH2:19][CH2:18]1, predict the reactants needed to synthesize it. The reactants are: [CH3:1][OH:2].[H-].[Na+].F[C:6]1[C:11]([O:12][CH3:13])=[C:10]([N+:14]([O-:16])=[O:15])[CH:9]=[CH:8][C:7]=1[N:17]1[CH2:22][CH2:21][N:20]([C:23](=[O:25])[CH3:24])[CH2:19][CH2:18]1. (3) Given the product [C:35]1([C:17]([C:11]2[CH:16]=[CH:15][CH:14]=[CH:13][CH:12]=2)([C:29]2[CH:30]=[CH:31][CH:32]=[CH:33][CH:34]=2)[N:18]2[CH:22]=[C:21]([CH:23]3[CH2:25][C:24]3([CH3:26])[CH:27]=[O:28])[N:20]=[CH:19]2)[CH:40]=[CH:39][CH:38]=[CH:37][CH:36]=1, predict the reactants needed to synthesize it. The reactants are: C(Cl)(=O)C(Cl)=O.CS(C)=O.[C:11]1([C:17]([C:35]2[CH:40]=[CH:39][CH:38]=[CH:37][CH:36]=2)([C:29]2[CH:34]=[CH:33][CH:32]=[CH:31][CH:30]=2)[N:18]2[CH:22]=[C:21]([CH:23]3[CH2:25][C:24]3([CH2:27][OH:28])[CH3:26])[N:20]=[CH:19]2)[CH:16]=[CH:15][CH:14]=[CH:13][CH:12]=1. (4) Given the product [ClH:1].[Cl:1][C:2]1[C:10]([F:11])=[C:9]([F:12])[CH:8]=[CH:7][C:3]=1[CH2:4][NH2:6], predict the reactants needed to synthesize it. The reactants are: [Cl:1][C:2]1[C:10]([F:11])=[C:9]([F:12])[CH:8]=[CH:7][C:3]=1[C:4]([NH2:6])=O.O1CCCC1.B.Cl. (5) Given the product [I:19][C:2]1[CH:3]=[C:4]([CH:9]=[C:10]([N+:13]([O-:15])=[O:14])[C:11]=1[CH3:12])[C:5]([O:7][CH3:8])=[O:6], predict the reactants needed to synthesize it. The reactants are: N[C:2]1[CH:3]=[C:4]([CH:9]=[C:10]([N+:13]([O-:15])=[O:14])[C:11]=1[CH3:12])[C:5]([O:7][CH3:8])=[O:6].N([O-])=O.[I-:19].[K+]. (6) Given the product [Cl:17][C:9]1[CH:8]=[C:7]([C:5]2[S:6][C:2]([C:26]3[CH:31]=[CH:30][N:29]=[C:28]4[N:32]([CH2:35][CH2:36][C:37]([O:39][CH2:40][CH3:41])=[O:38])[CH:33]=[CH:34][C:27]=34)=[CH:3][N:4]=2)[CH:12]=[CH:11][C:10]=1[O:13][CH:14]([CH3:16])[CH3:15], predict the reactants needed to synthesize it. The reactants are: Br[C:2]1[S:6][C:5]([C:7]2[CH:12]=[CH:11][C:10]([O:13][CH:14]([CH3:16])[CH3:15])=[C:9]([Cl:17])[CH:8]=2)=[N:4][CH:3]=1.CC1(C)C(C)(C)OB([C:26]2[CH:31]=[CH:30][N:29]=[C:28]3[N:32]([CH2:35][CH2:36][C:37]([O:39][CH2:40][CH3:41])=[O:38])[CH:33]=[CH:34][C:27]=23)O1.C([O-])([O-])=O.[Cs+].[Cs+].O. (7) Given the product [CH3:1][N:2]1[C:6]([C:7]2[C:8]([CH3:34])=[C:9]([CH:23]=[C:24]([C:26]3[CH:31]=[N:30][C:29]([S:36]([CH3:45])(=[O:41])=[O:37])=[N:28][CH:27]=3)[CH:25]=2)[C:10]([NH:12][CH2:13][C:14]2[C:15](=[O:22])[NH:16][C:17]([CH3:21])=[CH:18][C:19]=2[CH3:20])=[O:11])=[C:5]([CH3:35])[CH:4]=[N:3]1, predict the reactants needed to synthesize it. The reactants are: [CH3:1][N:2]1[C:6]([C:7]2[C:8]([CH3:34])=[C:9]([CH:23]=[C:24]([C:26]3[CH:27]=[N:28][C:29](SC)=[N:30][CH:31]=3)[CH:25]=2)[C:10]([NH:12][CH2:13][C:14]2[C:15](=[O:22])[NH:16][C:17]([CH3:21])=[CH:18][C:19]=2[CH3:20])=[O:11])=[C:5]([CH3:35])[CH:4]=[N:3]1.[S:36]([O-:41])(O[O-])(=O)=[O:37].[K+].[K+].O1CCC[CH2:45]1. (8) Given the product [CH3:1][C:2]1[O:3][C:4]2[CH:11]=[CH:10][C:9]([NH2:12])=[CH:8][C:5]=2[C:6]=1[CH3:7], predict the reactants needed to synthesize it. The reactants are: [CH3:1][C:2]1[O:3][C:4]2[CH:11]=[CH:10][C:9]([N+:12]([O-])=O)=[CH:8][C:5]=2[C:6]=1[CH3:7].